Predict the reaction yield, written as a fraction of the theoretical maximum amount of product (1.0 means a 100% yield; for example, 0.34 means a 34% yield). From a dataset of Reaction yield outcomes from USPTO patents with 853,638 reactions. (1) The reactants are [Cl:1][C:2]1[CH:3]=[CH:4][C:5]([S:9][CH2:10][C:11]2[CH:15]=[C:14]([N+:16]([O-:18])=[O:17])[NH:13][N:12]=2)=[C:6]([CH:8]=1)[NH2:7].[O:19]1[C:23]2[CH:24]=[CH:25][CH:26]=[CH:27][C:22]=2[CH:21]=[C:20]1[S:28](Cl)(=[O:30])=[O:29]. The catalyst is N1C=CC=CC=1. The product is [Cl:1][C:2]1[CH:3]=[CH:4][C:5]([S:9][CH2:10][C:11]2[CH:15]=[C:14]([N+:16]([O-:18])=[O:17])[NH:13][N:12]=2)=[C:6]([NH:7][S:28]([C:20]2[O:19][C:23]3[CH:24]=[CH:25][CH:26]=[CH:27][C:22]=3[CH:21]=2)(=[O:29])=[O:30])[CH:8]=1. The yield is 0.710. (2) The reactants are [NH2:1][C:2]1[CH:10]=[CH:9][CH:8]=[C:7]([CH3:11])[C:3]=1[C:4]([OH:6])=O.S(Cl)(Cl)=O.[NH2:16][C:17]1[C:18]([CH3:23])=[CH:19][CH:20]=[CH:21][CH:22]=1. The catalyst is C1C=CC=CC=1.C(Cl)(Cl)Cl. The product is [NH2:1][C:2]1[CH:10]=[CH:9][CH:8]=[C:7]([CH3:11])[C:3]=1[C:4]([NH:16][C:17]1[CH:22]=[CH:21][CH:20]=[CH:19][C:18]=1[CH3:23])=[O:6]. The yield is 0.734. (3) The yield is 0.850. The product is [CH3:11][C:3]1[CH:4]=[C:5]([N+:8]([O-:10])=[O:9])[CH:6]=[CH:7][C:2]=1[C:19]1[O:18][C:17]([C:2]2[CH:7]=[CH:6][C:5]([N+:8]([O-:10])=[O:9])=[CH:4][C:3]=2[CH3:11])=[CH:21][CH:20]=1. The reactants are Br[C:2]1[CH:7]=[CH:6][C:5]([N+:8]([O-:10])=[O:9])=[CH:4][C:3]=1[CH3:11].C([Sn](CCCC)(CCCC)[C:17]1[O:18][C:19]([Sn](CCCC)(CCCC)CCCC)=[CH:20][CH:21]=1)CCC. The catalyst is O1CCOCC1. (4) The reactants are C([O:5][C:6](=[O:96])[CH2:7][O:8][CH2:9][CH2:10][O:11][CH2:12][CH2:13][O:14][CH2:15][CH2:16][O:17][CH2:18][CH2:19][O:20][CH2:21][CH2:22][O:23][C:24]1[CH:29]=[C:28]([O:30][CH2:31][CH2:32][O:33][CH2:34][CH2:35][O:36][CH2:37][CH2:38][O:39][CH2:40][CH2:41][O:42][CH2:43][CH2:44][NH:45][C:46]([O:48][CH2:49][CH:50]2[C:62]3[CH:61]=[CH:60][CH:59]=[CH:58][C:57]=3[C:56]3[C:51]2=[CH:52][CH:53]=[CH:54][CH:55]=3)=[O:47])[CH:27]=[C:26]([O:63][CH2:64][CH2:65][O:66][CH2:67][CH2:68][O:69][CH2:70][CH2:71][O:72][CH2:73][CH2:74][O:75][CH2:76][CH2:77][NH:78][C:79]([O:81][CH2:82][CH:83]2[C:95]3[CH:94]=[CH:93][CH:92]=[CH:91][C:90]=3[C:89]3[C:84]2=[CH:85][CH:86]=[CH:87][CH:88]=3)=[O:80])[CH:25]=1)(C)(C)C. The catalyst is C1(C)C=CC=CC=1. The product is [CH:94]1[C:95]2[CH:83]([CH2:82][O:81][C:79]([NH:78][CH2:77][CH2:76][O:75][CH2:74][CH2:73][O:72][CH2:71][CH2:70][O:69][CH2:68][CH2:67][O:66][CH2:65][CH2:64][O:63][C:26]3[CH:25]=[C:24]([CH:29]=[C:28]([O:30][CH2:31][CH2:32][O:33][CH2:34][CH2:35][O:36][CH2:37][CH2:38][O:39][CH2:40][CH2:41][O:42][CH2:43][CH2:44][NH:45][C:46]([O:48][CH2:49][CH:50]4[C:51]5[CH:52]=[CH:53][CH:54]=[CH:55][C:56]=5[C:57]5[C:62]4=[CH:61][CH:60]=[CH:59][CH:58]=5)=[O:47])[CH:27]=3)[O:23][CH2:22][CH2:21][O:20][CH2:19][CH2:18][O:17][CH2:16][CH2:15][O:14][CH2:13][CH2:12][O:11][CH2:10][CH2:9][O:8][CH2:7][C:6]([OH:96])=[O:5])=[O:80])[C:84]3[C:89](=[CH:88][CH:87]=[CH:86][CH:85]=3)[C:90]=2[CH:91]=[CH:92][CH:93]=1. The yield is 0.780. (5) The reactants are [Br:1][C:2]1[CH:3]=[C:4]([CH:9]=[C:10](I)[CH:11]=1)[C:5]([O:7][CH3:8])=[O:6].[CH3:13][N:14](C)C=O. The catalyst is C(OCC)(=O)C.[C-]#N.[Zn+2].[C-]#N.C1C=CC([P]([Pd]([P](C2C=CC=CC=2)(C2C=CC=CC=2)C2C=CC=CC=2)([P](C2C=CC=CC=2)(C2C=CC=CC=2)C2C=CC=CC=2)[P](C2C=CC=CC=2)(C2C=CC=CC=2)C2C=CC=CC=2)(C2C=CC=CC=2)C2C=CC=CC=2)=CC=1. The product is [Br:1][C:2]1[CH:3]=[C:4]([CH:9]=[C:10]([C:13]#[N:14])[CH:11]=1)[C:5]([O:7][CH3:8])=[O:6]. The yield is 0.610. (6) The yield is 0.980. The product is [CH3:1][N:2]1[CH2:3][CH2:4][N:5]([CH2:8][C:9]([O-:11])=[O:10])[CH2:6][CH2:7]1.[Cs+:16]. The catalyst is O. The reactants are [CH3:1][N:2]1[CH2:7][CH2:6][N:5]([CH2:8][C:9]([OH:11])=[O:10])[CH2:4][CH2:3]1.C(=O)([O-])[O-].[Cs+:16].[Cs+]. (7) The catalyst is C1COCC1. The yield is 1.00. The reactants are [CH3:1][O:2][C:3]1[CH:4]=[C:5]([CH:8]=[CH:9][CH:10]=1)[C:6]#N.[CH2:11]([Mg]Br)[CH2:12][CH2:13][CH2:14][CH2:15][CH3:16].C([O:21]CC)C.Cl. The product is [CH3:1][O:2][C:3]1[CH:4]=[C:5]([C:6](=[O:21])[CH2:11][CH2:12][CH2:13][CH2:14][CH2:15][CH3:16])[CH:8]=[CH:9][CH:10]=1. (8) The reactants are [OH:1][C@@H:2]([CH2:32]O)[CH2:3][N:4]1[CH:8]=[CH:7][C:6]([NH:9][C:10](=[O:31])[C@@H:11]([N:16]2[CH2:20][C:19]([O:21][C:22]3[CH:27]=[CH:26][CH:25]=[C:24]([O:28][CH3:29])[CH:23]=3)=[CH:18][C:17]2=[O:30])[CH2:12][CH:13]([CH3:15])[CH3:14])=[N:5]1.[CH3:34]N(C)CCCN=C=NCC.ON1C2C=CC=CC=2N=N1.Cl.O[C@@H](CO)CN1C=CC(NC(=O)[C@@H](N2CC(OC3C=CC=C(Cl)C=3Cl)=CC2=O)CC(C)C)=N1. The catalyst is ClCCl. The product is [OH:1][C:2]([CH3:34])([CH3:32])[CH2:3][N:4]1[CH:8]=[CH:7][C:6]([NH:9][C:10](=[O:31])[C@@H:11]([N:16]2[CH2:20][C:19]([O:21][C:22]3[CH:27]=[CH:26][CH:25]=[C:24]([O:28][CH3:29])[CH:23]=3)=[CH:18][C:17]2=[O:30])[CH2:12][CH:13]([CH3:14])[CH3:15])=[N:5]1. The yield is 0.790. (9) The reactants are [CH2:1]([NH:3][CH2:4][CH2:5][C:6]([OH:8])=[O:7])[CH3:2].Cl.[C:10]([C:12]1[CH:20]=[CH:19][C:15]([C:16](Cl)=[O:17])=[CH:14][CH:13]=1)#[N:11]. The catalyst is C(Cl)Cl.CCOC(C)=O. The product is [CH2:1]([N:3]([C:16](=[O:17])[C:15]1[CH:19]=[CH:20][C:12]([C:10]#[N:11])=[CH:13][CH:14]=1)[CH2:4][CH2:5][C:6]([OH:8])=[O:7])[CH3:2]. The yield is 0.560. (10) The reactants are [F:1][C:2]1[CH:7]=[C:6]([F:8])[CH:5]=[CH:4][C:3]=1[N:9]1[C:13]([C:14]2[S:23][C:22]3[C:21]4[N:24]=[C:25]([NH:28]CC5C=CC(OC)=CC=5)[CH:26]=[CH:27][C:20]=4[O:19][CH2:18][CH2:17][C:16]=3[CH:15]=2)=[N:12][CH:11]=[N:10]1. The catalyst is C(O)(C(F)(F)F)=O. The product is [F:1][C:2]1[CH:7]=[C:6]([F:8])[CH:5]=[CH:4][C:3]=1[N:9]1[C:13]([C:14]2[S:23][C:22]3[C:21]4[N:24]=[C:25]([NH2:28])[CH:26]=[CH:27][C:20]=4[O:19][CH2:18][CH2:17][C:16]=3[CH:15]=2)=[N:12][CH:11]=[N:10]1. The yield is 0.870.